This data is from Full USPTO retrosynthesis dataset with 1.9M reactions from patents (1976-2016). The task is: Predict the reactants needed to synthesize the given product. (1) Given the product [Br:22][C:18]1[CH:19]=[C:20]([Cl:21])[C:13]([N:12]2[CH:11]=[C:5]3[CH:6]=[N:7][CH:8]=[C:9]([F:10])[C:4]3=[N:1]2)=[C:14]([CH:17]=1)[C:15]#[N:16], predict the reactants needed to synthesize it. The reactants are: [N:1]([C:4]1[C:9]([F:10])=[CH:8][N:7]=[CH:6][C:5]=1/[CH:11]=[N:12]/[C:13]1[C:20]([Cl:21])=[CH:19][C:18]([Br:22])=[CH:17][C:14]=1[C:15]#[N:16])=[N+]=[N-]. (2) Given the product [F:8][C:6]1[CH:7]=[C:2]([F:1])[C:3]2[O:10][C:19]([C:16]3[CH:17]=[CH:18][C:13]([O:12][CH3:11])=[CH:14][CH:15]=3)=[CH:20][C:4]=2[CH:5]=1, predict the reactants needed to synthesize it. The reactants are: [F:1][C:2]1[CH:7]=[C:6]([F:8])[CH:5]=[C:4](I)[C:3]=1[OH:10].[CH3:11][O:12][C:13]1[CH:18]=[CH:17][C:16]([C:19]#[CH:20])=[CH:15][CH:14]=1.O. (3) Given the product [NH:1]([C:2]1[S:3][C:4]([C:10]2[C:11]([F:21])=[CH:12][C:13]([C:17]([OH:20])([CH3:18])[CH3:19])=[CH:14][C:15]=2[F:16])=[CH:5][C:6]=1[C:7]([NH2:9])=[O:8])[C:23]1[CH:28]=[CH:27][CH:26]=[CH:25][CH:24]=1, predict the reactants needed to synthesize it. The reactants are: [NH2:1][C:2]1[S:3][C:4]([C:10]2[C:15]([F:16])=[CH:14][C:13]([C:17]([OH:20])([CH3:19])[CH3:18])=[CH:12][C:11]=2[F:21])=[CH:5][C:6]=1[C:7]([NH2:9])=[O:8].I[C:23]1[CH:28]=[CH:27][CH:26]=[CH:25][CH:24]=1.C1(P(C2CCCCC2)C2C=CC=CC=2C2C(C(C)C)=CC(C(C)C)=CC=2C(C)C)CCCCC1.C(=O)([O-])[O-].[K+].[K+]. (4) Given the product [Cl:11][C:12]1[C:19]([CH3:20])=[C:18]([N:21]2[CH2:25][C@:24]3([CH3:30])[C:26](=[O:29])[CH2:27][CH2:28][N:23]3[C:22]2=[O:31])[CH:17]=[CH:16][C:13]=1[C:14]#[N:15], predict the reactants needed to synthesize it. The reactants are: C(Cl)(=O)C(Cl)=O.CS(C)=O.[Cl:11][C:12]1[C:19]([CH3:20])=[C:18]([N:21]2[CH2:25][C@:24]3([CH3:30])[C@H:26]([OH:29])[CH2:27][CH2:28][N:23]3[C:22]2=[O:31])[CH:17]=[CH:16][C:13]=1[C:14]#[N:15].C(N(CC)CC)C. (5) Given the product [F:21][C:15]([F:22])([C:2]1[CH:7]=[CH:6][C:5]([O:8][C:9]([F:12])([F:11])[F:10])=[CH:4][C:3]=1[CH3:13])[C:16]([O:18][CH2:19][CH3:20])=[O:17], predict the reactants needed to synthesize it. The reactants are: I[C:2]1[CH:7]=[CH:6][C:5]([O:8][C:9]([F:12])([F:11])[F:10])=[CH:4][C:3]=1[CH3:13].Br[C:15]([F:22])([F:21])[C:16]([O:18][CH2:19][CH3:20])=[O:17].[Cl-].[NH4+]. (6) Given the product [CH2:1]([O:3][C:4](=[O:31])[CH2:5][N:6]1[C:14]2[CH2:13][CH2:12][CH2:11][C@@H:10]([N:15]([S:17]([C:20]3[CH:25]=[C:24]([C:26]([F:29])([F:28])[F:27])[CH:23]=[C:22]([C:51](=[O:53])[CH3:52])[CH:21]=3)(=[O:19])=[O:18])[CH3:16])[C:9]=2[CH:8]=[N:7]1)[CH3:2], predict the reactants needed to synthesize it. The reactants are: [CH2:1]([O:3][C:4](=[O:31])[CH2:5][N:6]1[C:14]2[CH2:13][CH2:12][CH2:11][C@@H:10]([N:15]([S:17]([C:20]3[CH:25]=[C:24]([C:26]([F:29])([F:28])[F:27])[CH:23]=[C:22](Br)[CH:21]=3)(=[O:19])=[O:18])[CH3:16])[C:9]=2[CH:8]=[N:7]1)[CH3:2].C1([As](C2C=CC=CC=2)C2C=CC=CC=2)C=CC=CC=1.[CH2:51]([O:53]C([Sn](CCCC)(CCCC)CCCC)=C)[CH3:52].Cl.